Dataset: Peptide-MHC class II binding affinity with 134,281 pairs from IEDB. Task: Regression. Given a peptide amino acid sequence and an MHC pseudo amino acid sequence, predict their binding affinity value. This is MHC class II binding data. The peptide sequence is KSMKVTVAFNQFGPN. The MHC is DRB1_0401 with pseudo-sequence DRB1_0401. The binding affinity (normalized) is 0.670.